Dataset: Reaction yield outcomes from USPTO patents with 853,638 reactions. Task: Predict the reaction yield, written as a fraction of the theoretical maximum amount of product (1.0 means a 100% yield; for example, 0.34 means a 34% yield). (1) The reactants are [CH2:1]([C:8]1[CH:13]=[CH:12][C:11]([C:14]2[N:19]=[CH:18][N:17]=[C:16]([NH:20][C@H:21]([C:29]([O:31]C)=[O:30])[CH2:22][C:23]3[CH:28]=[CH:27][CH:26]=[CH:25][CH:24]=3)[CH:15]=2)=[CH:10][CH:9]=1)[C:2]1[CH:7]=[CH:6][CH:5]=[CH:4][CH:3]=1.[OH-].[Na+].Cl. The catalyst is CO.O1CCCC1. The product is [CH2:1]([C:8]1[CH:9]=[CH:10][C:11]([C:14]2[N:19]=[CH:18][N:17]=[C:16]([NH:20][C@H:21]([C:29]([OH:31])=[O:30])[CH2:22][C:23]3[CH:28]=[CH:27][CH:26]=[CH:25][CH:24]=3)[CH:15]=2)=[CH:12][CH:13]=1)[C:2]1[CH:3]=[CH:4][CH:5]=[CH:6][CH:7]=1. The yield is 0.820. (2) The reactants are [Cl:1][C:2]1[CH:7]=[CH:6][N:5]2[N:8]=[C:9]([C:23]3[CH:28]=[CH:27][C:26]([F:29])=[CH:25][CH:24]=3)[C:10]([C:11]3[CH:16]=[CH:15][N:14]=[C:13]([NH:17][CH:18]4[CH2:22][CH2:21][CH2:20][CH2:19]4)[N:12]=3)=[C:4]2[CH:3]=1.C([Li])CCC.C(Cl)(Cl)(Cl)[Cl:36]. The catalyst is O1CCCC1. The product is [CH:18]1([NH:17][C:13]2[N:12]=[C:11]([C:10]3[C:9]([C:23]4[CH:24]=[CH:25][C:26]([F:29])=[CH:27][CH:28]=4)=[N:8][N:5]4[C:6]([Cl:36])=[CH:7][C:2]([Cl:1])=[CH:3][C:4]=34)[CH:16]=[CH:15][N:14]=2)[CH2:19][CH2:20][CH2:21][CH2:22]1. The yield is 0.450. (3) The reactants are [NH2:1][C:2]1[CH:3]=[N:4][C:5]2[C:10]([C:11]=1[OH:12])=[CH:9][C:8]([Br:13])=[CH:7][CH:6]=2.C(N(CC)CC)C.[CH:21]1([C:24](Cl)=[O:25])[CH2:23][CH2:22]1. The catalyst is ClCCl. The product is [Br:13][C:8]1[CH:9]=[C:10]2[C:5](=[CH:6][CH:7]=1)[N:4]=[CH:3][C:2]([NH:1][C:24]([CH:21]1[CH2:23][CH2:22]1)=[O:25])=[C:11]2[OH:12]. The yield is 0.340. (4) The reactants are [CH3:1][O:2][C:3]1[CH:8]=[CH:7][CH:6]=[CH:5][C:4]=1[OH:9].Cl[CH2:11][CH2:12][C:13]([OH:15])=[O:14].C(=O)(O)[O-].[Na+].Cl. The catalyst is [OH-].[K+].O. The product is [CH3:1][O:2][C:3]1[CH:8]=[CH:7][CH:6]=[CH:5][C:4]=1[O:9][CH2:11][CH2:12][C:13]([OH:15])=[O:14]. The yield is 0.140. (5) The reactants are [ClH:1].[N+:2]([C:5]1[CH:10]=[CH:9][C:8]([C:11]2[CH2:12][CH2:13][N:14](C(OC(C)(C)C)=O)[CH2:15][CH:16]=2)=[CH:7][CH:6]=1)([O-:4])=[O:3]. The catalyst is O1CCOCC1.C1(C)C=CC=CC=1. The product is [ClH:1].[N+:2]([C:5]1[CH:10]=[CH:9][C:8]([C:11]2[CH2:16][CH2:15][NH:14][CH2:13][CH:12]=2)=[CH:7][CH:6]=1)([O-:4])=[O:3]. The yield is 0.970. (6) The reactants are C([Li])CCC.[CH2:6]([O:8][C:9]([C:11]1[N:12]=[C:13]([NH:16][C:17]([O:19][C:20]([CH3:23])([CH3:22])[CH3:21])=[O:18])[S:14][CH:15]=1)=[O:10])[CH3:7].[CH3:24][O:25][C:26]1[CH:33]=[CH:32][CH:31]=[CH:30][C:27]=1[CH:28]=[O:29]. The catalyst is O1CCCC1. The product is [CH2:6]([O:8][C:9]([C:11]1[N:12]=[C:13]([NH:16][C:17]([O:19][C:20]([CH3:22])([CH3:21])[CH3:23])=[O:18])[S:14][C:15]=1[CH:28]([OH:29])[C:27]1[CH:30]=[CH:31][CH:32]=[CH:33][C:26]=1[O:25][CH3:24])=[O:10])[CH3:7]. The yield is 0.480.